From a dataset of Full USPTO retrosynthesis dataset with 1.9M reactions from patents (1976-2016). Predict the reactants needed to synthesize the given product. (1) The reactants are: [C:1]1([C:8]2[CH:13]=[CH:12][C:11]([OH:14])=[CH:10][CH:9]=2)[CH:6]=[CH:5][C:4](O)=[CH:3][CH:2]=1.[C:15]([O-:18])([O-])=O.[K+].[K+].[CH2:21](Br)[CH:22]=C. Given the product [CH2:15]([O:18][C:11]1([OH:14])[CH:12]=[CH:13][C:8]([C:1]2[CH:6]=[CH:5][CH:4]=[CH:3][CH:2]=2)=[CH:9][CH2:10]1)[CH:21]=[CH2:22], predict the reactants needed to synthesize it. (2) Given the product [C:1]1([C:7]2[C:11]([C:12]3[CH:13]=[CH:14][CH:15]=[CH:16][CH:17]=3)=[C:10]([C:18]([OH:20])=[O:19])[NH:9][N:8]=2)[CH:2]=[CH:3][CH:4]=[CH:5][CH:6]=1, predict the reactants needed to synthesize it. The reactants are: [C:1]1([C:7]2[C:11]([C:12]3[CH:17]=[CH:16][CH:15]=[CH:14][CH:13]=3)=[C:10]([C:18]([O:20]CC)=[O:19])[NH:9][N:8]=2)[CH:6]=[CH:5][CH:4]=[CH:3][CH:2]=1.[OH-].[Li+]. (3) Given the product [Br:1][C:2]1[CH:3]=[C:4]([NH:5][C:15](=[O:16])[C:14]2[CH:18]=[CH:19][CH:20]=[C:12]([C:11]([F:10])([F:21])[F:22])[CH:13]=2)[CH:6]=[CH:7][C:8]=1[CH3:9], predict the reactants needed to synthesize it. The reactants are: [Br:1][C:2]1[CH:3]=[C:4]([CH:6]=[CH:7][C:8]=1[CH3:9])[NH2:5].[F:10][C:11]([F:22])([F:21])[C:12]1[CH:13]=[C:14]([CH:18]=[CH:19][CH:20]=1)[C:15](Cl)=[O:16].C(N(CC)CC)C. (4) Given the product [NH:30]1[C:31]2[C:27](=[CH:26][C:25]([NH:24][C:22]3[C:21]4[C:16](=[CH:17][CH:18]=[CH:19][CH:20]=4)[N:15]=[C:14]([C:10]4[CH:9]=[C:8]([CH:13]=[CH:12][CH:11]=4)[O:7][CH2:6][C:5]([O:4][CH:1]([CH3:2])[CH3:3])=[O:41])[N:23]=3)=[CH:33][CH:32]=2)[CH:28]=[N:29]1, predict the reactants needed to synthesize it. The reactants are: [CH:1]([O:4][C:5](=[O:41])[CH2:6][O:7][C:8]1[CH:9]=[C:10]([C:14]2[N:23]=[C:22]([NH:24][C:25]3[CH:26]=[C:27]4[C:31](=[CH:32][CH:33]=3)[N:30](C(OC(C)(C)C)=O)[N:29]=[CH:28]4)[C:21]3[C:16](=[CH:17][CH:18]=[CH:19][CH:20]=3)[N:15]=2)[CH:11]=[CH:12][CH:13]=1)([CH3:3])[CH3:2].Cl.